Task: Predict the reaction yield, written as a fraction of the theoretical maximum amount of product (1.0 means a 100% yield; for example, 0.34 means a 34% yield).. Dataset: Reaction yield outcomes from USPTO patents with 853,638 reactions The reactants are N[C:2]1[CH:9]=[C:8]([CH3:10])[CH:7]=[CH:6][C:3]=1[C:4]#[N:5].C=O.[CH3:13]C(O)=O.[BH3-][C:18]#[N:19].[Na+]. The catalyst is CC#N. The product is [CH3:13][N:19]([CH3:18])[C:2]1[CH:9]=[C:8]([CH3:10])[CH:7]=[CH:6][C:3]=1[C:4]#[N:5]. The yield is 0.470.